From a dataset of Reaction yield outcomes from USPTO patents with 853,638 reactions. Predict the reaction yield, written as a fraction of the theoretical maximum amount of product (1.0 means a 100% yield; for example, 0.34 means a 34% yield). (1) The reactants are [NH2:1][C@H:2]1[C@@H:7]([CH3:8])[CH2:6][C@@H:5]([C:9]2[CH:14]=[CH:13][N:12]=[CH:11][C:10]=2[NH:15][C:16](=[O:32])[C:17]2[CH:22]=[CH:21][C:20]([F:23])=[C:19]([C:24]3[C:29]([F:30])=[CH:28][CH:27]=[CH:26][C:25]=3[F:31])[N:18]=2)[CH2:4][C@H:3]1[NH:33]C(=O)OC(C)(C)C.CCN([CH:47]([CH3:49])C)C(C)C.[C:50]([O-])([OH:52])=[O:51].[Na+]. The catalyst is C(Cl)Cl. The product is [NH2:33][C@@H:3]1[CH2:4][C@H:5]([C:9]2[CH:14]=[CH:13][N:12]=[CH:11][C:10]=2[NH:15][C:16](=[O:32])[C:17]2[CH:22]=[CH:21][C:20]([F:23])=[C:19]([C:24]3[C:29]([F:30])=[CH:28][CH:27]=[CH:26][C:25]=3[F:31])[N:18]=2)[CH2:6][C@H:7]([CH3:8])[C@@H:2]1[NH:1][C:50](=[O:51])[O:52][CH2:47][CH3:49]. The yield is 0.140. (2) The reactants are [C:1]([C:3]1[CH:4]=[C:5]2[C:10](=[CH:11][C:12]=1[F:13])[O:9][CH2:8][CH2:7][CH:6]2[C:14]([O:16]C)=[O:15])#[N:2].[OH-].[Na+].O.CO. The catalyst is C1COCC1.C(OCC)(=O)C.Cl. The product is [C:1]([C:3]1[CH:4]=[C:5]2[C:10](=[CH:11][C:12]=1[F:13])[O:9][CH2:8][CH2:7][CH:6]2[C:14]([OH:16])=[O:15])#[N:2]. The yield is 0.950. (3) The product is [F:21][C:2]([F:1])([F:20])[C:3]1[CH:4]=[CH:5][C:6]([CH2:7][CH:8]2[CH2:9][CH:10]([C:11]([O:13][CH3:14])=[O:12])[CH2:15][CH2:16][NH:17]2)=[CH:18][CH:19]=1. The yield is 0.810. The catalyst is C(O)(=O)C.CO.[Pt](=O)=O. The reactants are [F:1][C:2]([F:21])([F:20])[C:3]1[CH:19]=[CH:18][C:6]([CH2:7][C:8]2[CH:9]=[C:10]([CH:15]=[CH:16][N:17]=2)[C:11]([O:13][CH3:14])=[O:12])=[CH:5][CH:4]=1. (4) The reactants are [C:1]([O:7][CH2:8][N:9]1[C:17]2[C:12](=[N:13][C:14](Br)=[CH:15][N:16]=2)[C:11]([C:19](=[O:33])[NH:20][C:21]([CH3:32])([CH3:31])[CH2:22][O:23][Si](C(C)(C)C)(C)C)=[CH:10]1)(=[O:6])[C:2]([CH3:5])([CH3:4])[CH3:3].[CH3:34][N:35]1[C:43]2[C:38](=[CH:39][CH:40]=[C:41]([C:44]#[N:45])[CH:42]=2)[C:37]([Sn](CCCC)(CCCC)CCCC)=[N:36]1. The catalyst is CN(C=O)C.C1C=CC([P]([Pd]([P](C2C=CC=CC=2)(C2C=CC=CC=2)C2C=CC=CC=2)([P](C2C=CC=CC=2)(C2C=CC=CC=2)C2C=CC=CC=2)[P](C2C=CC=CC=2)(C2C=CC=CC=2)C2C=CC=CC=2)(C2C=CC=CC=2)C2C=CC=CC=2)=CC=1.[Cu]I. The product is [C:1]([O:7][CH2:8][N:9]1[C:17]2=[N:16][CH:15]=[C:14]([C:37]3[C:38]4[C:43](=[CH:42][C:41]([C:44]#[N:45])=[CH:40][CH:39]=4)[N:35]([CH3:34])[N:36]=3)[N:13]=[C:12]2[C:11]([C:19](=[O:33])[NH:20][C:21]([CH3:31])([CH3:32])[CH2:22][OH:23])=[CH:10]1)(=[O:6])[C:2]([CH3:3])([CH3:5])[CH3:4]. The yield is 0.160.